This data is from Forward reaction prediction with 1.9M reactions from USPTO patents (1976-2016). The task is: Predict the product of the given reaction. (1) Given the reactants [F:1][C:2]([C:5]1[CH:6]=[C:7]([CH:9]=[CH:10][CH:11]=1)[NH2:8])([F:4])[CH3:3].N1C=CC=CC=1.[C:18](Cl)(=[O:26])[O:19][C:20]1[CH:25]=[CH:24][CH:23]=[CH:22][CH:21]=1.O, predict the reaction product. The product is: [F:1][C:2]([C:5]1[CH:6]=[C:7]([NH:8][C:18](=[O:26])[O:19][C:20]2[CH:25]=[CH:24][CH:23]=[CH:22][CH:21]=2)[CH:9]=[CH:10][CH:11]=1)([F:4])[CH3:3]. (2) Given the reactants [C:1]([O:5][C:6]([N:8]1[CH2:12][CH2:11][CH2:10][C@@H:9]1[C:13]1[CH:18]=[CH:17][C:16](/[CH:19]=[CH:20]/[C:21]([O:23][CH3:24])=[O:22])=[CH:15][CH:14]=1)=[O:7])([CH3:4])([CH3:3])[CH3:2], predict the reaction product. The product is: [C:1]([O:5][C:6]([N:8]1[CH2:12][CH2:11][CH2:10][C@@H:9]1[C:13]1[CH:18]=[CH:17][C:16]([CH2:19][CH2:20][C:21]([O:23][CH3:24])=[O:22])=[CH:15][CH:14]=1)=[O:7])([CH3:4])([CH3:3])[CH3:2]. (3) Given the reactants [C:1](=[O:4])([O-])[O-:2].[K+].[K+].[CH3:7][N:8]1[C:16]2[C:11](=[CH:12][C:13](OS(C(F)(F)F)(=O)=O)=[CH:14][CH:15]=2)[C:10]([C:25]2[N:33]([S:34]([C:37]3[CH:42]=[CH:41][C:40]([CH3:43])=[CH:39][CH:38]=3)(=[O:36])=[O:35])[C:28]3=[N:29][CH:30]=[CH:31][CH:32]=[C:27]3[CH:26]=2)=[CH:9]1, predict the reaction product. The product is: [CH2:10]([O:2][C:1]([N:29]1[CH2:30][CH2:31][C:32]([C:13]2[CH:12]=[C:11]3[C:16](=[CH:15][CH:14]=2)[N:8]([CH3:7])[CH:9]=[C:10]3[C:25]2[N:33]([S:34]([C:37]3[CH:42]=[CH:41][C:40]([CH3:43])=[CH:39][CH:38]=3)(=[O:35])=[O:36])[C:28]3=[N:29][CH:30]=[CH:31][CH:32]=[C:27]3[CH:26]=2)=[CH:27][CH2:28]1)=[O:4])[C:11]1[CH:16]=[CH:15][CH:14]=[CH:13][CH:12]=1. (4) Given the reactants CCN=C=NCCCN(C)C.Cl.C1C=CC2N(O)N=NC=2C=1.[C:23]1([C@H:33]([N:35]([CH2:43][C@@H:44]2[C@@H:48]([C:49]3[CH:54]=[CH:53][CH:52]=[CH:51][CH:50]=3)[CH2:47][NH:46][CH2:45]2)[C:36](=[O:42])[O:37][C:38]([CH3:41])([CH3:40])[CH3:39])[CH3:34])[C:32]2[C:27](=[CH:28][CH:29]=[CH:30][CH:31]=2)[CH:26]=[CH:25][CH:24]=1.[C:55]([O:66][CH3:67])(=[O:65])[C:56]1[CH:64]=[CH:63][C:59]([C:60]([O-])=[O:61])=[CH:58][CH:57]=1, predict the reaction product. The product is: [C:38]([O:37][C:36]([N:35]([CH2:43][C@@H:44]1[C@@H:48]([C:49]2[CH:50]=[CH:51][CH:52]=[CH:53][CH:54]=2)[CH2:47][N:46]([C:60]([C:59]2[CH:63]=[CH:64][C:56]([C:55]([O:66][CH3:67])=[O:65])=[CH:57][CH:58]=2)=[O:61])[CH2:45]1)[C@@H:33]([C:23]1[C:32]2[C:27](=[CH:28][CH:29]=[CH:30][CH:31]=2)[CH:26]=[CH:25][CH:24]=1)[CH3:34])=[O:42])([CH3:40])([CH3:41])[CH3:39]. (5) Given the reactants [Cl:1][C:2]1[CH:7]=[CH:6][C:5]([C:8]2[O:9][C:10]3[CH:16]=[CH:15][C:14]([NH:17][C:18](=O)[CH:19]([CH3:21])[CH3:20])=[CH:13][C:11]=3[N:12]=2)=[CH:4][CH:3]=1.COC1C=CC(P2(SP(C3C=CC(OC)=CC=3)(=S)S2)=[S:32])=CC=1, predict the reaction product. The product is: [Cl:1][C:2]1[CH:7]=[CH:6][C:5]([C:8]2[O:9][C:10]3[CH:16]=[CH:15][C:14]([NH:17][C:18](=[S:32])[CH:19]([CH3:21])[CH3:20])=[CH:13][C:11]=3[N:12]=2)=[CH:4][CH:3]=1.